This data is from Full USPTO retrosynthesis dataset with 1.9M reactions from patents (1976-2016). The task is: Predict the reactants needed to synthesize the given product. (1) The reactants are: CC(C)([O-])C.[Na+].Cl.Cl.[NH2:9][C:10]1[CH:11]=[N:12][N:13]([CH2:15][C:16]([OH:18])=[O:17])[CH:14]=1.Cl[C:20]1[CH:25]=[C:24]([NH:26][C:27]2[CH:28]=[CH:29][CH:30]=[C:31]3[C:36]=2[C:35](=[O:37])[N:34]([CH3:38])[CH2:33][CH2:32]3)[C:23]([Cl:39])=[CH:22][N:21]=1.CC1(C)C2C=CC=C(P(C3C=CC=CC=3)C3C=CC=CC=3)C=2OC2C1=CC=CC=2P(C1C=CC=CC=1)C1C=CC=CC=1. Given the product [Cl:39][C:23]1[C:24]([NH:26][C:27]2[CH:28]=[CH:29][CH:30]=[C:31]3[C:36]=2[C:35](=[O:37])[N:34]([CH3:38])[CH2:33][CH2:32]3)=[CH:25][C:20]([NH:9][C:10]2[CH:11]=[N:12][N:13]([CH2:15][C:16]([OH:18])=[O:17])[CH:14]=2)=[N:21][CH:22]=1, predict the reactants needed to synthesize it. (2) The reactants are: [CH:1]([C:3]1[CH:4]=[C:5]([C:9]2[N:10]([CH3:20])[C:11]3[C:16]([C:17]=2[C:18]#[N:19])=[CH:15][CH:14]=[CH:13][CH:12]=3)[CH:6]=[N:7][CH:8]=1)=O.[CH2:21]([S:23]([NH2:26])(=[O:25])=[O:24])[CH3:22]. Given the product [C:18]([C:17]1[C:16]2[C:11](=[CH:12][CH:13]=[CH:14][CH:15]=2)[N:10]([CH3:20])[C:9]=1[C:5]1[CH:4]=[C:3]([CH2:1][NH:26][S:23]([CH2:21][CH3:22])(=[O:25])=[O:24])[CH:8]=[N:7][CH:6]=1)#[N:19], predict the reactants needed to synthesize it. (3) The reactants are: [Cl:1][C:2]1[CH:3]=[C:4]([C:14]([OH:16])=O)[C:5]2[CH:10]=[N:9][N:8]([CH:11]([CH3:13])[CH3:12])[C:6]=2[N:7]=1.ON1C2N=CC=CC=2N=N1.C(Cl)CCl.[NH2:31][CH2:32][C:33]1[C:34](=[O:41])[NH:35][C:36]([CH3:40])=[CH:37][C:38]=1[CH3:39].CN1CCOCC1. Given the product [Cl:1][C:2]1[CH:3]=[C:4]([C:14]([NH:31][CH2:32][C:33]2[C:34](=[O:41])[NH:35][C:36]([CH3:40])=[CH:37][C:38]=2[CH3:39])=[O:16])[C:5]2[CH:10]=[N:9][N:8]([CH:11]([CH3:12])[CH3:13])[C:6]=2[N:7]=1, predict the reactants needed to synthesize it. (4) Given the product [OH:28][C:25]1[CH:26]=[CH:27][C:22](/[C:11](/[C:8]2[CH:7]=[CH:6][C:5]([CH:4]=[O:3])=[CH:10][CH:9]=2)=[C:12](\[C:15]2[CH:20]=[CH:19][CH:18]=[CH:17][CH:16]=2)/[CH2:13][CH3:14])=[CH:23][CH:24]=1, predict the reactants needed to synthesize it. The reactants are: C([O:3][CH:4](OCC)[C:5]1[CH:10]=[CH:9][C:8]([C:11]([C:22]2[CH:27]=[CH:26][C:25]([O:28]COC)=[CH:24][CH:23]=2)(O)[CH:12]([C:15]2[CH:20]=[CH:19][CH:18]=[CH:17][CH:16]=2)[CH2:13][CH3:14])=[CH:7][CH:6]=1)C.Cl.